Dataset: Forward reaction prediction with 1.9M reactions from USPTO patents (1976-2016). Task: Predict the product of the given reaction. Given the reactants [CH2:1]([N:3]1[C:11]2[C:6](=[CH:7][CH:8]=[CH:9][CH:10]=2)[CH2:5][CH2:4]1)[CH3:2].[Cl:12][S:13](O)(=[O:15])=[O:14], predict the reaction product. The product is: [CH2:1]([N:3]1[C:11]2[C:6](=[CH:7][C:8]([S:13]([Cl:12])(=[O:15])=[O:14])=[CH:9][CH:10]=2)[CH2:5][CH2:4]1)[CH3:2].